This data is from Catalyst prediction with 721,799 reactions and 888 catalyst types from USPTO. The task is: Predict which catalyst facilitates the given reaction. (1) Reactant: [C:1]1([C:7]([CH:9](Br)[C:10]2[CH:15]=[CH:14][CH:13]=[CH:12][CH:11]=2)=O)[CH:6]=[CH:5][CH:4]=[CH:3][CH:2]=1.[CH3:17][O:18][C:19]1[CH:24]=[CH:23][C:22](/[CH:25]=[N:26]/[NH:27][C:28](=[NH:30])[NH2:29])=[CH:21][CH:20]=1. Product: [CH3:17][O:18][C:19]1[CH:24]=[CH:23][C:22](/[CH:25]=[N:26]/[N:27]2[C:7]([C:1]3[CH:6]=[CH:5][CH:4]=[CH:3][CH:2]=3)=[C:9]([C:10]3[CH:15]=[CH:14][CH:13]=[CH:12][CH:11]=3)[N:29]=[C:28]2[NH2:30])=[CH:21][CH:20]=1. The catalyst class is: 8. (2) Reactant: [NH:1]1[C:9]2[CH:8]=[CH:7][N:6]=[CH:5][C:4]=2[CH:3]=[CH:2]1.[Al+3].[Cl-].[Cl-].[Cl-].[Cl:14][C:15]1[CH:16]=[C:17]([CH:21]=[CH:22][N:23]=1)[C:18](Cl)=[O:19].[OH-].[Na+]. Product: [Cl:14][C:15]1[CH:16]=[C:17]([C:18]([C:3]2[C:4]3[CH:5]=[N:6][CH:7]=[CH:8][C:9]=3[NH:1][CH:2]=2)=[O:19])[CH:21]=[CH:22][N:23]=1. The catalyst class is: 525. (3) The catalyst class is: 5. Product: [ClH:24].[NH2:15][CH:10]([C:11]([CH3:14])([CH3:13])[CH3:12])[C:9]([C:6]1[CH:7]=[CH:8][C:3]([C:1]#[N:2])=[CH:4][CH:5]=1)=[O:23]. Reactant: [C:1]([C:3]1[CH:8]=[CH:7][C:6]([C:9](=[O:23])[CH:10]([NH:15]C(=O)OC(C)(C)C)[C:11]([CH3:14])([CH3:13])[CH3:12])=[CH:5][CH:4]=1)#[N:2].[ClH:24]. (4) Reactant: [Cl:1][C:2]1[CH:7]=[CH:6][CH:5]=[CH:4][C:3]=1[N:8]1[C:17]2[C:12](=[CH:13][CH:14]=[CH:15][CH:16]=2)[C:11](=O)[CH2:10][C:9]1=[O:19].[CH3:20]OC(OC)N(C)C.S(O)(O)(=O)=O.[CH3:33][S:34][C:35](=[NH:37])[NH2:36]. Product: [Cl:1][C:2]1[CH:7]=[CH:6][CH:5]=[CH:4][C:3]=1[N:8]1[C:17]2[CH:16]=[CH:15][CH:14]=[CH:13][C:12]=2[C:11]2[N:37]=[C:35]([S:34][CH3:33])[N:36]=[CH:20][C:10]=2[C:9]1=[O:19]. The catalyst class is: 15. (5) Reactant: FC(F)(F)C(O)=O.C(OC(=O)[NH:14][C:15]1[CH:16]=[N:17][C:18]([Cl:23])=[C:19]([F:22])[C:20]=1[I:21])(C)(C)C. Product: [Cl:23][C:18]1[N:17]=[CH:16][C:15]([NH2:14])=[C:20]([I:21])[C:19]=1[F:22]. The catalyst class is: 4. (6) The catalyst class is: 2. Reactant: OC(C(F)(F)F)=O.[F:8][C:9]1[CH:35]=[C:34]([F:36])[CH:33]=[CH:32][C:10]=1[O:11][CH:12]1[CH2:17][CH2:16][N:15]([C:18]2[N:19]=[C:20]3[CH2:31][CH2:30][NH:29][CH2:28][C:21]3=[N:22][C:23]=2[NH:24][CH:25]([CH3:27])[CH3:26])[CH2:14][CH2:13]1.C(N(CC)CC)C.[N:44]([CH2:47][CH2:48][O:49][CH3:50])=[C:45]=[O:46]. Product: [F:8][C:9]1[CH:35]=[C:34]([F:36])[CH:33]=[CH:32][C:10]=1[O:11][CH:12]1[CH2:13][CH2:14][N:15]([C:18]2[N:19]=[C:20]3[CH2:31][CH2:30][N:29]([C:45]([NH:44][CH2:47][CH2:48][O:49][CH3:50])=[O:46])[CH2:28][C:21]3=[N:22][C:23]=2[NH:24][CH:25]([CH3:27])[CH3:26])[CH2:16][CH2:17]1. (7) Reactant: C1(COC2C(OC)=CC=CC=2/C=C/C2N=C3N(C=2C(O)=O)C=CS3)CC1.[CH3:27][C:28]([CH3:42])([CH3:41])[CH2:29][O:30][C:31]1[C:38]([O:39][CH3:40])=[CH:37][CH:36]=[CH:35][C:32]=1[CH:33]=O.[Br-].[CH2:44]([O:46][C:47]([C:49]1[N:56]2[C:52]([S:53][CH:54]=[CH:55]2)=[N:51][C:50]=1[CH2:57][P+](C1C=CC=CC=1)(C1C=CC=CC=1)C1C=CC=CC=1)=[O:48])[CH3:45].[H-].[Na+]. Product: [CH3:27][C:28]([CH3:42])([CH3:41])[CH2:29][O:30][C:31]1[C:38]([O:39][CH3:40])=[CH:37][CH:36]=[CH:35][C:32]=1/[CH:33]=[CH:57]/[C:50]1[N:51]=[C:52]2[N:56]([C:49]=1[C:47]([O:46][CH2:44][CH3:45])=[O:48])[CH:55]=[CH:54][S:53]2. The catalyst class is: 16. (8) Reactant: Cl[C:2]1[N:7]=[C:6]2[N:8]([CH2:11][CH2:12][C:13]3[CH:18]=[CH:17][CH:16]=[CH:15][CH:14]=3)[N:9]=[CH:10][C:5]2=[C:4]([C:19]2[O:20][CH:21]=[CH:22][CH:23]=2)[N:3]=1.[CH2:24]([CH2:26][NH2:27])[OH:25]. Product: [O:20]1[CH:21]=[CH:22][CH:23]=[C:19]1[C:4]1[N:3]=[C:2]([NH:27][CH2:26][CH2:24][OH:25])[N:7]=[C:6]2[N:8]([CH2:11][CH2:12][C:13]3[CH:18]=[CH:17][CH:16]=[CH:15][CH:14]=3)[N:9]=[CH:10][C:5]=12. The catalyst class is: 37.